Dataset: Experimentally validated miRNA-target interactions with 360,000+ pairs, plus equal number of negative samples. Task: Binary Classification. Given a miRNA mature sequence and a target amino acid sequence, predict their likelihood of interaction. (1) The miRNA is hsa-miR-6882-3p with sequence UGCUGCCUCUCCUCUUGCCUGCAG. The protein sequence of the target gene is MRPDSPTMAAPAESLRRRKTGYSDPEPESPPAPGRGPAGSPAHLHTGTFWLTRIVLLKALAFVYFVAFLVAFHQNKQLIGDRGLLPCRVFLKNFQQYFQDRTSWEVFSYMPTILWLMDWSDMNSNLDLLALLGLGISSFVLITGCANMLLMAALWGLYMSLVNVGHVWYSFGWESQLLETGFLGIFLCPLWTLSRLPQHTPTSRIVLWGFRWLIFRIMLGAGLIKIRGDRCWRDLTCMDFHYETQPMPNPVAYYLHHSPWWFHRFETLSNHFIELLVPFFLFLGRRACIIHGVLQILFQA.... Result: 0 (no interaction). (2) The miRNA is hsa-miR-4524a-3p with sequence UGAGACAGGCUUAUGCUGCUAU. The protein sequence of the target gene is MVSRPEPEGEAMDAELAVAPPGCSHLGSFKVDNWKQNLRAIYQCFVWSGTAEARKRKAKSCICHVCGVHLNRLHSCLYCVFFGCFTKKHIHEHAKAKRHNLAIDLMYGGIYCFLCQDYIYDKDMEIIAKEEQRKAWKMQGVGEKFSTWEPTKRELELLKHNPKRRKITSNCTIGLRGLINLGNTCFMNCIVQALTHTPLLRDFFLSDRHRCEMQSPSSCLVCEMSSLFQEFYSGHRSPHIPYKLLHLVWTHARHLAGYEQQDAHEFLIAALDVLHRHCKGDDNGKKANNPNHCNCIIDQI.... Result: 1 (interaction).